This data is from Catalyst prediction with 721,799 reactions and 888 catalyst types from USPTO. The task is: Predict which catalyst facilitates the given reaction. (1) Reactant: [Cl:1][C:2]1[C:7]([F:8])=[CH:6][CH:5]=[C:4]([Cl:9])[C:3]=1[CH2:10][OH:11].[Br-].[Na+].CC1(C)N([O])C(C)(C)CCC1.Cl[O-].[Na+].C(=O)(O)[O-].[Na+]. Product: [Cl:1][C:2]1[C:7]([F:8])=[CH:6][CH:5]=[C:4]([Cl:9])[C:3]=1[CH:10]=[O:11]. The catalyst class is: 4. (2) The catalyst class is: 119. Reactant: [O:1]=[C:2]1[CH2:5][CH:4]([C:6]([OH:8])=[O:7])[CH2:3]1.[C:9](O)([CH3:12])([CH3:11])[CH3:10].C1CCC(N=C=NC2CCCCC2)CC1. Product: [O:1]=[C:2]1[CH2:5][CH:4]([C:6]([O:8][C:9]([CH3:12])([CH3:11])[CH3:10])=[O:7])[CH2:3]1.